Dataset: Reaction yield outcomes from USPTO patents with 853,638 reactions. Task: Predict the reaction yield, written as a fraction of the theoretical maximum amount of product (1.0 means a 100% yield; for example, 0.34 means a 34% yield). (1) The reactants are [N:1]1([C:7]2[CH:12]=[CH:11][C:10]([NH:13][C:14](=[O:36])[NH:15][NH:16][C:17](=O)[C:18]3[CH:23]=[C:22]([CH:24]([CH3:26])[CH3:25])[C:21]([O:27][CH2:28][O:29][CH3:30])=[CH:20][C:19]=3[O:31][CH2:32][O:33][CH3:34])=[CH:9][CH:8]=2)[CH2:6][CH2:5][O:4][CH2:3][CH2:2]1.[OH-].[Na+].[OH-].[K+].Cl.C(=O)([O-])O.[Na+]. No catalyst specified. The product is [CH:24]([C:22]1[C:21]([O:27][CH2:28][O:29][CH3:30])=[CH:20][C:19]([O:31][CH2:32][O:33][CH3:34])=[C:18]([C:17]2[N:13]([C:10]3[CH:11]=[CH:12][C:7]([N:1]4[CH2:6][CH2:5][O:4][CH2:3][CH2:2]4)=[CH:8][CH:9]=3)[C:14]([OH:36])=[N:15][N:16]=2)[CH:23]=1)([CH3:26])[CH3:25]. The yield is 0.160. (2) The reactants are FC(F)(F)C(OC(=O)C(F)(F)F)=O.[C:14]([OH:17])(=[O:16])[CH3:15].[CH:18]([C:21]1[CH:26]=[CH:25][CH:24]=[C:23]([CH:27]([CH3:29])[CH3:28])[C:22]=1O)([CH3:20])[CH3:19]. The catalyst is O. The product is [C:14]([O:17][C:22]1[C:21]([CH:18]([CH3:19])[CH3:20])=[CH:26][CH:25]=[CH:24][C:23]=1[CH:27]([CH3:29])[CH3:28])(=[O:16])[CH3:15]. The yield is 0.860. (3) The reactants are [CH3:1][NH:2][CH2:3][CH2:4][NH:5][CH3:6].C([O-])([O-])=O.[K+].[K+].[C:13](Cl)(=[O:16])[CH:14]=[CH2:15]. The catalyst is C(Cl)Cl. The product is [CH3:1][N:2]([CH2:3][CH2:4][NH:5][CH3:6])[C:13](=[O:16])[CH:14]=[CH2:15]. The yield is 0.620.